This data is from Catalyst prediction with 721,799 reactions and 888 catalyst types from USPTO. The task is: Predict which catalyst facilitates the given reaction. (1) Reactant: [N:1]1[CH:6]=[CH:5][CH:4]=[CH:3][C:2]=1[C:7](=O)[CH2:8][C:9](=O)[C:10]([O:12][CH3:13])=[O:11].[Cl:16][C:17]1[N:18]=[N:19][C:20]([NH:23][NH2:24])=[CH:21][CH:22]=1.Cl.C(=O)(O)[O-].[Na+]. Product: [Cl:16][C:17]1[N:18]=[N:19][C:20]([N:23]2[C:7]([C:2]3[CH:3]=[CH:4][CH:5]=[CH:6][N:1]=3)=[CH:8][C:9]([C:10]([O:12][CH3:13])=[O:11])=[N:24]2)=[CH:21][CH:22]=1. The catalyst class is: 125. (2) Reactant: [OH-].[Na+].C([O:11][N:12]([CH:14]1[CH2:17][N:16]([C:18]2[C:19]3[N:20]([CH:29]=[N:30][N:31]=3)[C:21]3[CH:27]=[C:26]([Br:28])[CH:25]=[N:24][C:22]=3[N:23]=2)[CH2:15]1)[CH3:13])(=O)C1C=CC=CC=1. Product: [Br:28][C:26]1[CH:25]=[N:24][C:22]2[N:23]=[C:18]([N:16]3[CH2:17][CH:14]([N:12]([CH3:13])[OH:11])[CH2:15]3)[C:19]3[N:20]([CH:29]=[N:30][N:31]=3)[C:21]=2[CH:27]=1. The catalyst class is: 275. (3) Reactant: [Br:1][C:2]1[CH:10]=[CH:9][C:8]([O:11][CH3:12])=[CH:7][C:3]=1[C:4]([OH:6])=[O:5].[C:13](=O)(O)[O-].[K+].CI. Product: [Br:1][C:2]1[CH:10]=[CH:9][C:8]([O:11][CH3:12])=[CH:7][C:3]=1[C:4]([O:6][CH3:13])=[O:5]. The catalyst class is: 35. (4) The catalyst class is: 508. Product: [F:1][C:2]([F:31])([F:30])[C:3]1[CH:8]=[CH:7][N:6]=[C:5]([NH:9][C:10]2[CH:11]=[C:12]([C:16]3[S:20][C:19]([N:21]4[CH2:22][CH2:23][CH:24]([C:27]([NH2:37])=[O:28])[CH2:25][CH2:26]4)=[N:18][CH:17]=3)[CH:13]=[CH:14][CH:15]=2)[N:4]=1. Reactant: [F:1][C:2]([F:31])([F:30])[C:3]1[CH:8]=[CH:7][N:6]=[C:5]([NH:9][C:10]2[CH:11]=[C:12]([C:16]3[S:20][C:19]([N:21]4[CH2:26][CH2:25][CH:24]([C:27](O)=[O:28])[CH2:23][CH2:22]4)=[N:18][CH:17]=3)[CH:13]=[CH:14][CH:15]=2)[N:4]=1.[Cl-].[NH4+].C([N:37](C(C)C)CC)(C)C.F[P-](F)(F)(F)(F)F.N1(O[P+](N2CCCC2)(N2CCCC2)N2CCCC2)C2C=CC=CC=2N=N1. (5) Reactant: [C:1]([O:5][C:6]([N:8]1[CH2:13][CH2:12][CH:11]([CH:14]([NH:19][S:20]([C:23]2[CH:28]=[CH:27][C:26]([NH:29][C:30](=[O:39])[C:31]3[CH:36]=[CH:35][C:34]([O:37][CH3:38])=[CH:33][CH:32]=3)=[CH:25][CH:24]=2)(=[O:22])=[O:21])[C:15]([O:17]C)=[O:16])[CH2:10][CH2:9]1)=[O:7])([CH3:4])([CH3:3])[CH3:2].C(OC(N1CCC(C(NS(C2C=CC(N)=CC=2)(=O)=O)C(OC)=O)CC1)=O)(C)(C)C.C(N(CC)CC)C.COC1C=CC(C(Cl)=O)=CC=1. Product: [C:1]([O:5][C:6]([N:8]1[CH2:9][CH2:10][CH:11]([CH:14]([C:15]([OH:17])=[O:16])[NH:19][S:20]([C:23]2[CH:28]=[CH:27][C:26]([NH:29][C:30](=[O:39])[C:31]3[CH:32]=[CH:33][C:34]([O:37][CH3:38])=[CH:35][CH:36]=3)=[CH:25][CH:24]=2)(=[O:22])=[O:21])[CH2:12][CH2:13]1)=[O:7])([CH3:4])([CH3:2])[CH3:3]. The catalyst class is: 4. (6) Reactant: [CH2:1]([N:8]([CH2:21][CH2:22][C:23](=[O:25])[CH3:24])[S:9]([C:12]1[CH:17]=[CH:16][CH:15]=[CH:14][C:13]=1[N+:18]([O-:20])=[O:19])(=[O:11])=[O:10])[C:2]1[CH:7]=[CH:6][CH:5]=[CH:4][CH:3]=1.[Br:26]Br.O. Product: [CH2:1]([N:8]([CH2:21][CH2:22][C:23](=[O:25])[CH2:24][Br:26])[S:9]([C:12]1[CH:17]=[CH:16][CH:15]=[CH:14][C:13]=1[N+:18]([O-:20])=[O:19])(=[O:10])=[O:11])[C:2]1[CH:3]=[CH:4][CH:5]=[CH:6][CH:7]=1. The catalyst class is: 5. (7) Reactant: [F:1][C:2]1[C:7]([CH3:8])=[CH:6][CH:5]=[CH:4][C:3]=1[C:9]1[CH:10]=[C:11]([N+:22]([O-])=O)[C:12](=[O:21])[N:13]([CH2:16][C:17]([F:20])([F:19])[F:18])[C:14]=1[CH3:15].Cl.[H][H]. Product: [NH2:22][C@H:11]1[CH2:10][C@@H:9]([C:3]2[CH:4]=[CH:5][CH:6]=[C:7]([CH3:8])[C:2]=2[F:1])[C@@H:14]([CH3:15])[N:13]([CH2:16][C:17]([F:19])([F:18])[F:20])[C:12]1=[O:21]. The catalyst class is: 603. (8) Reactant: C(N(CC)CC)C.[NH2:8][C:9]1[N:14]=[CH:13][C:12](I)=[CH:11][N:10]=1.[C:16]([C:18]1[CH:19]=[C:20]([N:24]([CH3:32])[C:25](=[O:31])[O:26][C:27]([CH3:30])([CH3:29])[CH3:28])[CH:21]=[CH:22][CH:23]=1)#[CH:17]. Product: [CH3:32][N:24]([C:20]1[CH:21]=[CH:22][CH:23]=[C:18]([C:16]#[C:17][C:12]2[CH:11]=[N:10][C:9]([NH2:8])=[N:14][CH:13]=2)[CH:19]=1)[C:25](=[O:31])[O:26][C:27]([CH3:30])([CH3:29])[CH3:28]. The catalyst class is: 233.